This data is from Forward reaction prediction with 1.9M reactions from USPTO patents (1976-2016). The task is: Predict the product of the given reaction. (1) Given the reactants [F:1][C:2]([F:16])([F:15])[C:3]1[CH:4]=[C:5]([CH:9]=[CH:10][C:11]=1[N+:12]([O-])=O)[N:6]([CH3:8])[CH3:7], predict the reaction product. The product is: [CH3:7][N:6]([CH3:8])[C:5]1[CH:9]=[CH:10][C:11]([NH2:12])=[C:3]([C:2]([F:1])([F:15])[F:16])[CH:4]=1. (2) Given the reactants [NH2:1][C:2]1[CH:7]=[CH:6][N:5]=[C:4]([Cl:8])[CH:3]=1.[I:9]I, predict the reaction product. The product is: [Cl:8][C:4]1[CH:3]=[C:2]([NH2:1])[C:7]([I:9])=[CH:6][N:5]=1.